Dataset: Full USPTO retrosynthesis dataset with 1.9M reactions from patents (1976-2016). Task: Predict the reactants needed to synthesize the given product. (1) Given the product [CH3:1][C:2]1([CH3:67])[CH:5]([C:6]([O:8][C@H:9]2[CH2:26][CH2:25][C@@:24]3([CH3:27])[C@@H:11]([CH2:12][CH2:13][C@:14]4([CH3:54])[C@@H:23]3[CH2:22][CH2:21][C@H:20]3[C@@:15]4([CH3:53])[CH2:16][CH2:17][C@@:18]4([C:35]([N:37]5[CH2:41][CH2:40][CH2:39][C@H:38]5[C:42]5[NH:43][C:44]([C:47]6[CH:48]=[N:49][CH:50]=[CH:51][CH:52]=6)=[CH:45][N:46]=5)=[O:36])[CH2:30][CH2:29][C@@H:28]([C:31]5([CH3:34])[CH2:32][CH2:33]5)[C@@H:19]43)[C:10]2([CH3:56])[CH3:55])=[O:7])[CH2:4][CH:3]1[C:57]([OH:59])=[O:58], predict the reactants needed to synthesize it. The reactants are: [CH3:1][C:2]1([CH3:67])[CH:5]([C:6]([O:8][C@H:9]2[CH2:26][CH2:25][C@@:24]3([CH3:27])[C@@H:11]([CH2:12][CH2:13][C@:14]4([CH3:54])[C@@H:23]3[CH2:22][CH2:21][C@H:20]3[C@@:15]4([CH3:53])[CH2:16][CH2:17][C@@:18]4([C:35]([N:37]5[CH2:41][CH2:40][CH2:39][C@H:38]5[C:42]5[NH:43][C:44]([C:47]6[CH:48]=[N:49][CH:50]=[CH:51][CH:52]=6)=[CH:45][N:46]=5)=[O:36])[CH2:30][CH2:29][C@@H:28]([C:31]5([CH3:34])[CH2:33][CH2:32]5)[C@@H:19]43)[C:10]2([CH3:56])[CH3:55])=[O:7])[CH2:4][CH:3]1[C:57]([O:59]CC1C=CC=CC=1)=[O:58].C([O-])=O.[NH4+]. (2) Given the product [OH:8][C@H:9]([C:11]1[N:15]([CH2:16][CH2:17][CH3:18])[C:14](=[O:19])[N:13]([CH2:20][C:21]2[CH:22]=[CH:23][C:24]([CH3:27])=[CH:25][CH:26]=2)[N:12]=1)[CH3:10], predict the reactants needed to synthesize it. The reactants are: C([O:8][C@H:9]([C:11]1[N:15]([CH2:16][CH2:17][CH3:18])[C:14](=[O:19])[N:13]([CH2:20][C:21]2[CH:26]=[CH:25][C:24]([CH3:27])=[CH:23][CH:22]=2)[N:12]=1)[CH3:10])C1C=CC=CC=1.C(O)(=O)C. (3) The reactants are: [F:1][C:2]([F:11])([F:10])[C:3]1[CH:9]=[CH:8][CH:7]=[CH:6][C:4]=1[NH2:5].[C:12](OC(=O)C)(=[O:14])[CH3:13]. Given the product [C:12]([NH:5][C:4]1[CH:6]=[CH:7][CH:8]=[CH:9][C:3]=1[C:2]([F:10])([F:11])[F:1])(=[O:14])[CH3:13], predict the reactants needed to synthesize it. (4) Given the product [CH3:17][C:8]1[CH:7]=[C:6]([CH2:2][C:4]#[N:5])[CH:11]=[C:10]([CH2:12][C:15]#[N:16])[CH:9]=1, predict the reactants needed to synthesize it. The reactants are: C[C:2]([C:6]1[CH:7]=[C:8]([CH2:17]N2N=CN=C2)[CH:9]=[C:10]([C:12]([C:15]#[N:16])(C)C)[CH:11]=1)([C:4]#[N:5])C.BrCC1C=C(C)C=C(CBr)C=1.BrBr. (5) Given the product [NH4+:9].[OH-:26].[F:1][C:2]1[CH:7]=[CH:6][CH:5]=[C:4]([F:8])[C:3]=1[N:9]1[C:14]2[N:15]=[C:16]([NH:36][CH2:37][CH2:38][NH:39][CH3:40])[N:17]=[C:18]([C:19]3[CH:24]=[C:23]([CH:22]=[CH:21][C:20]=3[CH3:35])[C:25]([NH:27][CH2:28][C:29]3[CH:34]=[CH:33][CH:32]=[CH:31][CH:30]=3)=[O:26])[C:13]=2[CH2:12][NH:11][C:10]1=[O:48], predict the reactants needed to synthesize it. The reactants are: [F:1][C:2]1[CH:7]=[CH:6][CH:5]=[C:4]([F:8])[C:3]=1[N:9]1[C:14]2[N:15]=[C:16]([NH:36][CH2:37][CH2:38][N:39](C)[C:40](=O)OC(C)(C)C)[N:17]=[C:18]([C:19]3[CH:24]=[C:23]([C:25]([NH:27][CH2:28][C:29]4[CH:34]=[CH:33][CH:32]=[CH:31][CH:30]=4)=[O:26])[CH:22]=[CH:21][C:20]=3[CH3:35])[C:13]=2[CH2:12][NH:11][C:10]1=[O:48].FC(F)(F)C(O)=O. (6) Given the product [F:1][C:2]1[CH:26]=[CH:25][CH:24]=[C:23]([F:27])[C:3]=1[C:4]([N:6]([C:32](=[O:33])[N:31]([CH3:35])[CH3:30])[C:7]([N:8]([C:10]1[CH:15]=[CH:14][C:13]([S:16][C:17]([F:20])([F:19])[F:18])=[CH:12][C:11]=1[F:21])[CH3:9])=[O:22])=[O:5], predict the reactants needed to synthesize it. The reactants are: [F:1][C:2]1[CH:26]=[CH:25][CH:24]=[C:23]([F:27])[C:3]=1[C:4]([NH:6][C:7](=[O:22])[N:8]([C:10]1[CH:15]=[CH:14][C:13]([S:16][C:17]([F:20])([F:19])[F:18])=[CH:12][C:11]=1[F:21])[CH3:9])=[O:5].[H-].[Na+].[CH3:30][N:31]([CH3:35])[C:32](Cl)=[O:33].